This data is from Peptide-MHC class I binding affinity with 185,985 pairs from IEDB/IMGT. The task is: Regression. Given a peptide amino acid sequence and an MHC pseudo amino acid sequence, predict their binding affinity value. This is MHC class I binding data. (1) The binding affinity (normalized) is 0.554. The MHC is HLA-A32:01 with pseudo-sequence HLA-A32:01. The peptide sequence is KTKRILPSI. (2) The peptide sequence is NKWRMLIDF. The MHC is Mamu-A07 with pseudo-sequence Mamu-A07. The binding affinity (normalized) is 0. (3) The peptide sequence is FLYNRPLNS. The MHC is HLA-A68:02 with pseudo-sequence HLA-A68:02. The binding affinity (normalized) is 0.278. (4) The peptide sequence is TVFKGFVNK. The MHC is HLA-B08:02 with pseudo-sequence HLA-B08:02. The binding affinity (normalized) is 0.0847. (5) The peptide sequence is RRMGGLRKY. The MHC is HLA-A02:06 with pseudo-sequence HLA-A02:06. The binding affinity (normalized) is 0.0847. (6) The peptide sequence is SHYSHNPKL. The MHC is HLA-B15:09 with pseudo-sequence HLA-B15:09. The binding affinity (normalized) is 1.00. (7) The MHC is HLA-A02:06 with pseudo-sequence HLA-A02:06. The peptide sequence is VIVVPVIDRL. The binding affinity (normalized) is 0.139. (8) The peptide sequence is FELCDNPFF. The MHC is Patr-B2401 with pseudo-sequence Patr-B2401. The binding affinity (normalized) is 0.0293.